Regression/Classification. Given a drug SMILES string, predict its toxicity properties. Task type varies by dataset: regression for continuous values (e.g., LD50, hERG inhibition percentage) or binary classification for toxic/non-toxic outcomes (e.g., AMES mutagenicity, cardiotoxicity, hepatotoxicity). Dataset: ames. From a dataset of Ames mutagenicity test results for genotoxicity prediction. (1) The compound is CCCCCCCC/C=C/CCCCCCCCCCCC(=O)NCCCCCCCCCCCCCCCCCC. The result is 0 (non-mutagenic). (2) The drug is CC(C)(C)Br. The result is 1 (mutagenic). (3) The molecule is O=[N+]([O-])c1cc2ccc3cccc4ccc(c1O)c2c34. The result is 1 (mutagenic).